Predict the reactants needed to synthesize the given product. From a dataset of Retrosynthesis with 50K atom-mapped reactions and 10 reaction types from USPTO. (1) Given the product C(=C/c1cccc2c3c([nH]c12)C1CCN(CC1)C3)\c1ccccn1, predict the reactants needed to synthesize it. The reactants are: Brc1cccc2c3c([nH]c12)C1CCN(CC1)C3.C=Cc1ccccn1. (2) The reactants are: CC(C)c1c(C(=O)NCc2ccc(F)c(F)c2)c2ccc(O)cc2n1Cc1ccccc1.IC1CCCC1. Given the product CC(C)c1c(C(=O)NCc2ccc(F)c(F)c2)c2ccc(OC3CCCC3)cc2n1Cc1ccccc1, predict the reactants needed to synthesize it. (3) Given the product O=C(NC1CC1)c1ccc(-c2cnc3c(NCCCO)nccn23)cc1, predict the reactants needed to synthesize it. The reactants are: O=C(NC1CC1)c1ccc(-c2cnc3c(NCCCO)nc(Br)cn23)cc1. (4) Given the product CC(C)(C)OC(=O)N1CCN(c2cccc(C(=O)O)c2)CC1, predict the reactants needed to synthesize it. The reactants are: CCOC(=O)c1cccc(N2CCN(C(=O)OC(C)(C)C)CC2)c1. (5) The reactants are: CC(C)(C)OC(=O)C(N)Cc1ccccc1.O=C(Cl)c1ccc2c(Cl)cnc(Cl)c2c1. Given the product CC(C)(C)OC(=O)C(Cc1ccccc1)NC(=O)c1ccc2c(Cl)cnc(Cl)c2c1, predict the reactants needed to synthesize it. (6) The reactants are: O=[N+]([O-])c1cccc(Cl)c1Cl.Sc1ccc(Cl)cc1Cl. Given the product O=[N+]([O-])c1cccc(Cl)c1Sc1ccc(Cl)cc1Cl, predict the reactants needed to synthesize it. (7) Given the product O=C(CNC(=O)c1cccc(C(F)(F)F)c1)NC1CN(C2CCC(O)(c3ccc(F)cc3)CC2)C1, predict the reactants needed to synthesize it. The reactants are: O=C(CNC(=O)c1cccc(C(F)(F)F)c1)NC1CNC1.O=C1CCC(O)(c2ccc(F)cc2)CC1. (8) Given the product CCOC(=O)c1cccc(C(C)C)n1, predict the reactants needed to synthesize it. The reactants are: C=C(C)c1cccc(C(=O)OCC)n1. (9) Given the product COC(=O)c1cccc(C(O)c2c(-c3ccc(C)cc3)nn3cc(OC)ccc23)n1, predict the reactants needed to synthesize it. The reactants are: COC(=O)c1cccc(C(=O)c2c(-c3ccc(C)cc3)nn3cc(OC)ccc23)n1. (10) Given the product O=C([C@@H](NS(=O)(=O)CCCl)C1CC1)N1CC(c2cc(F)ccc2F)=C[C@H]1c1ccccc1, predict the reactants needed to synthesize it. The reactants are: N[C@H](C(=O)N1CC(c2cc(F)ccc2F)=C[C@H]1c1ccccc1)C1CC1.O=S(=O)(Cl)CCCl.